Task: Predict the reaction yield, written as a fraction of the theoretical maximum amount of product (1.0 means a 100% yield; for example, 0.34 means a 34% yield).. Dataset: Reaction yield outcomes from USPTO patents with 853,638 reactions (1) The reactants are [CH3:1][N:2]([CH2:9][C:10]1[CH:18]=[CH:17][C:13]([C:14]([OH:16])=O)=[CH:12][CH:11]=1)[C:3]1[CH:8]=[CH:7][CH:6]=[CH:5][CH:4]=1.CN(C(ON1N=NC2C=CC=NC1=2)=[N+](C)C)C.F[P-](F)(F)(F)(F)F.C(N(CC)CC)C.[NH2:50][CH2:51][C:52]1[C:53]([OH:60])=[N:54][C:55]([CH3:59])=[CH:56][C:57]=1[CH3:58]. The catalyst is ClCCl. The product is [OH:60][C:53]1[C:52]([CH2:51][NH:50][C:14](=[O:16])[C:13]2[CH:12]=[CH:11][C:10]([CH2:9][N:2]([CH3:1])[C:3]3[CH:4]=[CH:5][CH:6]=[CH:7][CH:8]=3)=[CH:18][CH:17]=2)=[C:57]([CH3:58])[CH:56]=[C:55]([CH3:59])[N:54]=1. The yield is 0.160. (2) The reactants are [C:1]([O:5][C:6]([NH:8][C@H:9]([C:17]([O:19][CH:20]1[CH2:24][CH2:23][CH2:22][CH2:21]1)=[O:18])[CH2:10][CH:11]1[CH2:16][CH2:15][NH:14][CH2:13][CH2:12]1)=[O:7])([CH3:4])([CH3:3])[CH3:2].O=[CH:26][CH2:27][NH:28][C:29](=[O:38])[O:30][CH2:31][C:32]1[CH:37]=[CH:36][CH:35]=[CH:34][CH:33]=1. The catalyst is ClCCCl. The product is [CH2:31]([O:30][C:29]([NH:28][CH2:27][CH2:26][N:14]1[CH2:15][CH2:16][CH:11]([CH2:10][C@@H:9]([C:17]([O:19][CH:20]2[CH2:21][CH2:22][CH2:23][CH2:24]2)=[O:18])[NH:8][C:6]([O:5][C:1]([CH3:4])([CH3:2])[CH3:3])=[O:7])[CH2:12][CH2:13]1)=[O:38])[C:32]1[CH:37]=[CH:36][CH:35]=[CH:34][CH:33]=1. The yield is 0.690. (3) The reactants are [CH3:1][N:2]([C:11]1[CH:12]=[CH:13][CH:14]=[C:15]2[C:19]=1[NH:18][C:17]([C:20]1[S:21][C:22]3([CH2:29][CH2:28][NH:27][CH2:26][CH2:25]3)[CH2:23][N:24]=1)=[CH:16]2)[S:3]([C:6]1[S:7][CH:8]=[CH:9][CH:10]=1)(=[O:5])=[O:4].[CH:30](=O)[CH3:31].C(O[BH-](OC(=O)C)OC(=O)C)(=O)C.[Na+].O. The catalyst is O1CCCC1. The product is [CH2:30]([N:27]1[CH2:28][CH2:29][C:22]2([S:21][C:20]([C:17]3[NH:18][C:19]4[C:15]([CH:16]=3)=[CH:14][CH:13]=[CH:12][C:11]=4[N:2]([CH3:1])[S:3]([C:6]3[S:7][CH:8]=[CH:9][CH:10]=3)(=[O:4])=[O:5])=[N:24][CH2:23]2)[CH2:25][CH2:26]1)[CH3:31]. The yield is 0.800. (4) The reactants are [NH2:1][C:2]1[C:7]([O:8][CH2:9][C:10]2[CH:15]=[CH:14][CH:13]=[CH:12][CH:11]=2)=[CH:6][CH:5]=[CH:4][N:3]=1.[C:16]([CH:19]1[CH2:24][CH2:23]O[C:20]1=[O:21])(=O)[CH3:17].P(Cl)(Cl)([Cl:27])=O.[OH-].[NH4+]. The catalyst is C1(C)C=CC=CC=1. The product is [Cl:27][CH2:23][CH2:24][C:19]1[C:20](=[O:21])[N:3]2[CH:4]=[CH:5][CH:6]=[C:7]([O:8][CH2:9][C:10]3[CH:11]=[CH:12][CH:13]=[CH:14][CH:15]=3)[C:2]2=[N:1][C:16]=1[CH3:17]. The yield is 0.623. (5) The reactants are ClC1N=C(C2SC(C(C)C)=NC=2C2C=C(C=CC=2)N)C=CN=1.C(OC(=O)[NH:28][C:29]1[CH:34]=[CH:33][C:32]([F:35])=[C:31]([C:36]2[N:37]=[C:38]([C:48]([CH3:51])([CH3:50])[CH3:49])[S:39][C:40]=2[C:41]2[CH:46]=[CH:45][N:44]=[C:43]([Cl:47])[N:42]=2)[C:30]=1[F:52])C=C. No catalyst specified. The product is [Cl:47][C:43]1[N:42]=[C:41]([C:40]2[S:39][C:38]([C:48]([CH3:51])([CH3:50])[CH3:49])=[N:37][C:36]=2[C:31]2[C:30]([F:52])=[C:29]([NH2:28])[CH:34]=[CH:33][C:32]=2[F:35])[CH:46]=[CH:45][N:44]=1. The yield is 0.810.